From a dataset of Reaction yield outcomes from USPTO patents with 853,638 reactions. Predict the reaction yield, written as a fraction of the theoretical maximum amount of product (1.0 means a 100% yield; for example, 0.34 means a 34% yield). (1) The reactants are [Cl:1][C:2]1[CH:3]=[CH:4][C:5]([CH3:11])=[C:6]([CH:10]=1)[C:7](O)=[O:8].S(Cl)([Cl:14])=O. No catalyst specified. The product is [Cl:1][C:2]1[CH:3]=[CH:4][C:5]([CH3:11])=[C:6]([CH:10]=1)[C:7]([Cl:14])=[O:8]. The yield is 0.780. (2) The reactants are [NH2:1][CH2:2][CH2:3][CH2:4][CH2:5][N:6]([CH2:22][C:23]1[CH:44]=[CH:43][C:26]([CH2:27][N:28]([CH2:36][C:37]2[CH:42]=[CH:41][CH:40]=[CH:39][CH:38]=2)[C:29](=[O:35])[O:30][C:31]([CH3:34])([CH3:33])[CH3:32])=[CH:25][CH:24]=1)[C:7]([NH:9][C@H:10]([C:12]1[C:21]2[C:16](=[CH:17][CH:18]=[CH:19][CH:20]=2)[CH:15]=[CH:14][CH:13]=1)[CH3:11])=[O:8].C(N(CC)CC)C.[C:52](OC(=O)C)(=[O:54])[CH3:53]. The catalyst is O1CCCC1. The product is [C:52]([NH:1][CH2:2][CH2:3][CH2:4][CH2:5][N:6]([CH2:22][C:23]1[CH:24]=[CH:25][C:26]([CH2:27][N:28]([CH2:36][C:37]2[CH:42]=[CH:41][CH:40]=[CH:39][CH:38]=2)[C:29](=[O:35])[O:30][C:31]([CH3:32])([CH3:34])[CH3:33])=[CH:43][CH:44]=1)[C:7]([NH:9][C@H:10]([C:12]1[C:21]2[C:16](=[CH:17][CH:18]=[CH:19][CH:20]=2)[CH:15]=[CH:14][CH:13]=1)[CH3:11])=[O:8])(=[O:54])[CH3:53]. The yield is 0.280. (3) The reactants are Br[C:2]1[CH:10]=[CH:9][C:5]([C:6]([OH:8])=[O:7])=[CH:4][C:3]=1[O:11][CH3:12].[C:13]([O-:16])(O)=O.[Na+].[CH3:18]S(C)=O. The catalyst is C(Cl)Cl. The product is [CH3:18][O:8][C:6](=[O:7])[C:5]1[CH:9]=[CH:10][C:2]([CH:13]=[O:16])=[C:3]([O:11][CH3:12])[CH:4]=1. The yield is 0.790. (4) The reactants are [CH3:1][CH:2]1[CH2:7][NH:6][CH2:5][CH:4]([CH3:8])[NH:3]1.[CH3:9][C:10]([O:13][C:14](O[C:14]([O:13][C:10]([CH3:12])([CH3:11])[CH3:9])=[O:15])=[O:15])([CH3:12])[CH3:11]. The catalyst is C(Cl)Cl. The product is [CH3:8][CH:4]1[NH:3][CH:2]([CH3:1])[CH2:7][N:6]([C:14]([O:13][C:10]([CH3:12])([CH3:11])[CH3:9])=[O:15])[CH2:5]1. The yield is 0.560. (5) The reactants are [C:1]([O:5][C:6]([N:8]([CH2:17][C:18]1[CH:33]=[CH:32][C:21]([O:22][C:23]2[CH:31]=[CH:30][C:26]([C:27]([OH:29])=O)=[CH:25][N:24]=2)=[CH:20][CH:19]=1)[CH2:9][CH2:10][C:11]1[CH:16]=[CH:15][CH:14]=[CH:13][CH:12]=1)=[O:7])([CH3:4])([CH3:3])[CH3:2].C(Cl)CCl.C1C=C[C:41]2N(O)N=[N:44][C:42]=2C=1.CCN(C(C)C)C(C)C.Cl.CN.C(O)(=O)CC(CC(O)=O)(C(O)=O)O.C([O-])(O)=O.[Na+]. The catalyst is C(Cl)Cl. The product is [C:1]([O:5][C:6](=[O:7])[N:8]([CH2:17][C:18]1[CH:19]=[CH:20][C:21]([O:22][C:23]2[CH:31]=[CH:30][C:26]([C:27](=[O:29])[NH:44][CH2:42][CH3:41])=[CH:25][N:24]=2)=[CH:32][CH:33]=1)[CH2:9][CH2:10][C:11]1[CH:12]=[CH:13][CH:14]=[CH:15][CH:16]=1)([CH3:2])([CH3:4])[CH3:3]. The yield is 0.570. (6) The reactants are [CH2:1]([O:8][C:9]1[CH:31]=[CH:30][C:29]([C:32](=O)[CH2:33]Br)=[CH:28][C:10]=1[C:11]([NH:13][C:14]1[CH:19]=[C:18]([C:20]([F:23])([F:22])[F:21])[CH:17]=[C:16]([C:24]([F:27])([F:26])[F:25])[CH:15]=1)=[O:12])[C:2]1[CH:7]=[CH:6][CH:5]=[CH:4][CH:3]=1.[C:36]([NH2:39])(=[S:38])[CH3:37].C(=O)([O-])O.[Na+].C(O)C. The catalyst is O. The product is [CH2:1]([O:8][C:9]1[CH:31]=[CH:30][C:29]([C:32]2[N:39]=[C:36]([CH3:37])[S:38][CH:33]=2)=[CH:28][C:10]=1[C:11]([NH:13][C:14]1[CH:19]=[C:18]([C:20]([F:22])([F:23])[F:21])[CH:17]=[C:16]([C:24]([F:27])([F:25])[F:26])[CH:15]=1)=[O:12])[C:2]1[CH:7]=[CH:6][CH:5]=[CH:4][CH:3]=1. The yield is 0.675. (7) The reactants are [Cl:1][C:2]1[CH:15]=[CH:14][C:5]([NH:6][C:7](=O)[C:8]([O:10][CH2:11][CH3:12])=[O:9])=[C:4]([CH:16]=O)[CH:3]=1.C([O-])(=O)C.[NH4+:22]. The catalyst is C(O)(=O)C. The product is [Cl:1][C:2]1[CH:3]=[C:4]2[C:5](=[CH:14][CH:15]=1)[N:6]=[C:7]([C:8]([O:10][CH2:11][CH3:12])=[O:9])[N:22]=[CH:16]2. The yield is 0.880. (8) The reactants are [CH2:1]([O:8][C:9]1[C:10]([C:27]([OH:29])=[O:28])=[N:11][CH:12]=[C:13]([C:16](=[O:26])[NH:17][CH2:18][C:19]2[CH:24]=[CH:23][C:22]([F:25])=[CH:21][CH:20]=2)[C:14]=1[OH:15])[C:2]1[CH:7]=[CH:6][CH:5]=[CH:4][CH:3]=1.Cl.[CH3:31]N(C)CCCN=C=NCC.ON1C2C=CC=CC=2N=N1.C(N(CC)CC)C. The catalyst is CN(C)C=O.C(OCC)(=O)C.CO. The product is [CH3:31][O:28][C:27]([C:10]1[C:9]([O:8][CH2:1][C:2]2[CH:3]=[CH:4][CH:5]=[CH:6][CH:7]=2)=[C:14]([OH:15])[C:13]([C:16](=[O:26])[NH:17][CH2:18][C:19]2[CH:20]=[CH:21][C:22]([F:25])=[CH:23][CH:24]=2)=[CH:12][N:11]=1)=[O:29]. The yield is 0.690. (9) The reactants are Cl[C:2]1[CH:3]=[C:4]([NH:10][C:11]2[N:12]=[N:13][C:14]([O:17][C:18]([CH3:24])([CH3:23])[CH2:19][N:20]([CH3:22])[CH3:21])=[CH:15][CH:16]=2)[C:5](=[O:9])[N:6]([CH3:8])[N:7]=1.C([O:28][CH2:29][C:30]1[C:35]([N:36]2[N:45]=[CH:44][C:43]3[C:38](=[C:39]([F:50])[CH:40]=[C:41]([C:46]([CH3:49])([CH3:48])[CH3:47])[CH:42]=3)[C:37]2=[O:51])=[CH:34][CH:33]=[CH:32][C:31]=1[B-](F)(F)F)(=O)C.[K+].CC(C1C=C(C(C)C)C(C2C=CC=CC=2P(C2CCCCC2)C2CCCCC2)=C(C(C)C)C=1)C.[O-]P([O-])([O-])=O.[K+].[K+].[K+].[OH-].[Na+]. The catalyst is O.C1C=CC(/C=C/C(/C=C/C2C=CC=CC=2)=O)=CC=1.C1C=CC(/C=C/C(/C=C/C2C=CC=CC=2)=O)=CC=1.[Pd].CCCCO. The product is [C:46]([C:41]1[CH:42]=[C:43]2[C:38](=[C:39]([F:50])[CH:40]=1)[C:37](=[O:51])[N:36]([C:35]1[CH:34]=[CH:33][CH:32]=[C:31]([C:2]3[CH:3]=[C:4]([NH:10][C:11]4[N:12]=[N:13][C:14]([O:17][C:18]([CH3:24])([CH3:23])[CH2:19][N:20]([CH3:22])[CH3:21])=[CH:15][CH:16]=4)[C:5](=[O:9])[N:6]([CH3:8])[N:7]=3)[C:30]=1[CH2:29][OH:28])[N:45]=[CH:44]2)([CH3:49])([CH3:47])[CH3:48]. The yield is 0.470.